This data is from Reaction yield outcomes from USPTO patents with 853,638 reactions. The task is: Predict the reaction yield, written as a fraction of the theoretical maximum amount of product (1.0 means a 100% yield; for example, 0.34 means a 34% yield). (1) The reactants are [CH:1]1([C:4]2[C:5]([O:13][CH2:14][C:15]([F:18])([F:17])[F:16])=[CH:6][C:7]([C:10]([OH:12])=O)=[N:8][CH:9]=2)[CH2:3][CH2:2]1.CN(C(ON1N=NC2C=CC=NC1=2)=[N+](C)C)C.F[P-](F)(F)(F)(F)F.CCN(C(C)C)C(C)C.[NH2:52][C:53]([CH2:58][CH3:59])([CH2:56][CH3:57])[CH2:54][OH:55].C(=O)(O)[O-].[Na+]. The yield is 0.580. The catalyst is CN(C=O)C. The product is [CH2:56]([C:53]([NH:52][C:10]([C:7]1[CH:6]=[C:5]([O:13][CH2:14][C:15]([F:18])([F:17])[F:16])[C:4]([CH:1]2[CH2:2][CH2:3]2)=[CH:9][N:8]=1)=[O:12])([CH2:54][OH:55])[CH2:58][CH3:59])[CH3:57]. (2) The reactants are Br[C:2]1[CH:7]=[CH:6][C:5]([N+:8]([O-:10])=[O:9])=[CH:4][C:3]=1[Cl:11].[C:12]([C:14]1[CH:19]=[CH:18][CH:17]=[CH:16][CH:15]=1)#[CH:13].C(NC(C)C)(C)C. The catalyst is [Cu]I.C1C=CC(P(C2C=CC=CC=2)C2C=CC=CC=2)=CC=1.C1C=CC(P(C2C=CC=CC=2)C2C=CC=CC=2)=CC=1.Cl[Pd]Cl.C1COCC1. The product is [Cl:11][C:3]1[CH:4]=[C:5]([N+:8]([O-:10])=[O:9])[CH:6]=[CH:7][C:2]=1[C:13]#[C:12][C:14]1[CH:19]=[CH:18][CH:17]=[CH:16][CH:15]=1. The yield is 0.570. (3) The reactants are [CH3:1][CH:2]([NH:9][CH:10]1[CH2:15][CH2:14][N:13]([CH3:16])[CH2:12][CH2:11]1)[C:3]1[CH:8]=[CH:7][CH:6]=[CH:5][CH:4]=1.[CH3:17][O:18][C:19]1[CH:24]=[CH:23][C:22]([CH2:25][C:26](Cl)=[O:27])=[CH:21][CH:20]=1. The catalyst is ClCCl. The product is [CH3:17][O:18][C:19]1[CH:24]=[CH:23][C:22]([CH2:25][C:26]([N:9]([CH:2]([CH3:1])[C:3]2[CH:8]=[CH:7][CH:6]=[CH:5][CH:4]=2)[CH:10]2[CH2:15][CH2:14][N:13]([CH3:16])[CH2:12][CH2:11]2)=[O:27])=[CH:21][CH:20]=1. The yield is 0.700. (4) The product is [OH:32][C@H:30]([CH2:50][OH:51])[CH2:31][O:61][C:10]1[CH:9]=[CH:8][CH:13]=[CH:12][C:11]=1[CH2:14][CH2:15][CH2:16][CH2:17][NH2:18]. The yield is 0.490. No catalyst specified. The reactants are O[C@H]([C@H](O)CO)CN(C[C@H](O)[C@H](O)CO)CCO[C:8]1[CH:13]=[CH:12][C:11]([CH2:14][CH2:15][CH2:16][CH2:17][NH2:18])=[CH:10][CH:9]=1.[CH2:30]([OH:32])[CH3:31].C(N(CC)CC)C.I.NC1C([C:50](NC(=N)SC)=[O:51])=NC(Cl)=C(N)N=1.C([O:61]C)(C)(C)C.